This data is from Peptide-MHC class I binding affinity with 185,985 pairs from IEDB/IMGT. The task is: Regression. Given a peptide amino acid sequence and an MHC pseudo amino acid sequence, predict their binding affinity value. This is MHC class I binding data. (1) The peptide sequence is LYLYALIYF. The MHC is HLA-A01:01 with pseudo-sequence HLA-A01:01. The binding affinity (normalized) is 0.210. (2) The binding affinity (normalized) is 0.0959. The peptide sequence is IDNQKLSYL. The MHC is HLA-B45:01 with pseudo-sequence HLA-B45:01. (3) The peptide sequence is FMVFLQTHI. The MHC is HLA-B40:02 with pseudo-sequence HLA-B40:02. The binding affinity (normalized) is 0. (4) The peptide sequence is HEGINPNM. The MHC is H-2-Kb with pseudo-sequence H-2-Kb. The binding affinity (normalized) is 0.0211. (5) The peptide sequence is TLLGLILFV. The MHC is HLA-A68:02 with pseudo-sequence HLA-A68:02. The binding affinity (normalized) is 0.732. (6) The peptide sequence is TPRAKRGTA. The MHC is HLA-B07:02 with pseudo-sequence HLA-B07:02. The binding affinity (normalized) is 0.499. (7) The peptide sequence is YAMAIRQAI. The binding affinity (normalized) is 0.541. The MHC is HLA-B27:05 with pseudo-sequence HLA-B27:05. (8) The peptide sequence is NMAPEKVDF. The MHC is HLA-B46:01 with pseudo-sequence HLA-B46:01. The binding affinity (normalized) is 0.0847.